Dataset: Catalyst prediction with 721,799 reactions and 888 catalyst types from USPTO. Task: Predict which catalyst facilitates the given reaction. (1) Reactant: [CH3:1][O:2][C:3]1[CH:4]=[C:5]([CH2:20][C:21]([N:23]2[CH2:27][CH2:26][CH2:25][CH:24]2[CH2:28][NH:29][C@@H:30]2[CH2:35][CH2:34][C@H:33]([C:36]([O:38][CH3:39])=[O:37])[CH2:32][CH2:31]2)=[O:22])[CH:6]=[CH:7][C:8]=1[NH:9][C:10]([NH:12][C:13]1[CH:18]=[CH:17][CH:16]=[CH:15][C:14]=1[CH3:19])=[O:11].C=O.[CH3:42]C(O)=O.[BH3-]C#N.[Na+]. Product: [CH3:1][O:2][C:3]1[CH:4]=[C:5]([CH2:20][C:21]([N:23]2[CH2:27][CH2:26][CH2:25][CH:24]2[CH2:28][N:29]([CH:30]2[CH2:35][CH2:34][CH:33]([C:36]([O:38][CH3:39])=[O:37])[CH2:32][CH2:31]2)[CH3:42])=[O:22])[CH:6]=[CH:7][C:8]=1[NH:9][C:10]([NH:12][C:13]1[CH:18]=[CH:17][CH:16]=[CH:15][C:14]=1[CH3:19])=[O:11]. The catalyst class is: 5. (2) Reactant: Br[C:2]1[N:6]([C:7]2[CH:12]=[C:11]([C:13]3([CH3:16])[CH2:15][CH2:14]3)[CH:10]=[C:9]([C:17]([CH3:20])([CH3:19])[CH3:18])[CH:8]=2)[CH:5]=[C:4]([C:21]([O:23][CH3:24])=[O:22])[C:3]=1[CH3:25].[Li]CCCC.[CH:31]1([S:37][S:37][CH:31]2[CH2:36][CH2:35][CH2:34][CH2:33][CH2:32]2)[CH2:36][CH2:35][CH2:34][CH2:33][CH2:32]1. Product: [C:17]([C:9]1[CH:8]=[C:7]([N:6]2[C:2]([S:37][CH:31]3[CH2:36][CH2:35][CH2:34][CH2:33][CH2:32]3)=[C:3]([CH3:25])[C:4]([C:21]([O:23][CH3:24])=[O:22])=[CH:5]2)[CH:12]=[C:11]([C:13]2([CH3:16])[CH2:14][CH2:15]2)[CH:10]=1)([CH3:20])([CH3:18])[CH3:19]. The catalyst class is: 1. (3) Reactant: C[O:2][C:3](=O)[CH2:4][O:5][C:6]1[N:11]=[C:10]2[S:12][C:13]([C:16](=[O:21])[NH:17][CH:18]3[CH2:20][CH2:19]3)=[C:14]([NH2:15])[C:9]2=[C:8]([CH3:22])[C:7]=1[Cl:23].[H-].C([Al+]CC(C)C)C(C)C.CCOC(C)=O.CCCCCC. Product: [CH:18]1([NH:17][C:16]([C:13]2[S:12][C:10]3=[N:11][C:6]([O:5][CH2:4][CH2:3][OH:2])=[C:7]([Cl:23])[C:8]([CH3:22])=[C:9]3[C:14]=2[NH2:15])=[O:21])[CH2:20][CH2:19]1. The catalyst class is: 1.